This data is from Reaction yield outcomes from USPTO patents with 853,638 reactions. The task is: Predict the reaction yield, written as a fraction of the theoretical maximum amount of product (1.0 means a 100% yield; for example, 0.34 means a 34% yield). (1) The reactants are [CH2:1]1[C:10]2[C:5](=[CH:6][CH:7]=[CH:8][CH:9]=2)[CH2:4][CH2:3][N:2]1[CH2:11][CH2:12][NH2:13].[N+:14]([C:17]1[CH:26]=[C:25]2[C:20]([CH2:21][CH2:22][CH2:23][C:24]2=O)=[CH:19][CH:18]=1)([O-:16])=[O:15].C(O)(C(F)(F)F)=O. The catalyst is C1(C)C=CC=CC=1.CCOC(C)=O. The product is [CH2:1]1[C:10]2[C:5](=[CH:6][CH:7]=[CH:8][CH:9]=2)[CH2:4][CH2:3][N:2]1[CH2:11][CH2:12][N:13]=[C:24]1[C:25]2[C:20](=[CH:19][CH:18]=[C:17]([N+:14]([O-:16])=[O:15])[CH:26]=2)[CH2:21][CH2:22][CH2:23]1. The yield is 0.940. (2) The reactants are [CH3:1][O:2][C:3]([CH2:5][C@H:6]([NH2:10])[C:7]([OH:9])=O)=[O:4].Cl.[CH3:12]CN(CC)CC.[Si](Cl)(C)(C)C.[C:24]1([CH3:33])[CH:29]=[CH:28][C:27]([C:30](Cl)=[O:31])=[CH:26][CH:25]=1. The catalyst is C(Cl)Cl. The product is [CH3:33][C:24]1[CH:29]=[CH:28][C:27]([C:30]([NH:10][CH:6]([C:7](=[O:9])[CH3:12])[CH2:5][C:3]([O:2][CH3:1])=[O:4])=[O:31])=[CH:26][CH:25]=1. The yield is 0.910. (3) The reactants are [CH3:1][C:2]1([CH3:14])[O:6][C@H:5]([CH2:7][C:8](=[O:12])SCC)[C:4](=[O:13])[O:3]1. The catalyst is [Pd].C(Cl)Cl. The product is [CH3:1][C:2]1([CH3:14])[O:6][C@H:5]([CH2:7][CH:8]=[O:12])[C:4](=[O:13])[O:3]1. The yield is 0.981. (4) The reactants are [NH2:1][C:2]1[CH:3]=[C:4]2[C:9](=[CH:10][CH:11]=1)[CH:8]=[N:7][CH:6]=[CH:5]2.[H-].[Na+].[CH2:14]([O:21][C:22](Cl)=[O:23])[C:15]1[CH:20]=[CH:19][CH:18]=[CH:17][CH:16]=1. The catalyst is CN(C=O)C. The product is [CH2:14]([O:21][C:22](=[O:23])[NH:1][C:2]1[CH:3]=[C:4]2[C:9](=[CH:10][CH:11]=1)[CH:8]=[N:7][CH:6]=[CH:5]2)[C:15]1[CH:20]=[CH:19][CH:18]=[CH:17][CH:16]=1. The yield is 0.900. (5) The reactants are [C:1]1([S:7]([C:10]([CH:20]2[CH2:32][C:23]3[NH:24][C:25]4[CH:26]=[CH:27][C:28]([Cl:31])=[CH:29][C:30]=4[C:22]=3[CH2:21]2)([F:19])[C:11]2[O:15][N:14]=[C:13]([C:16]([NH2:18])=O)[N:12]=2)(=[O:9])=[O:8])[CH:6]=[CH:5][CH:4]=[CH:3][CH:2]=1.P(Cl)(Cl)(Cl)=O. The catalyst is C(#N)C. The product is [C:1]1([S:7]([C:10]([CH:20]2[CH2:32][C:23]3[NH:24][C:25]4[CH:26]=[CH:27][C:28]([Cl:31])=[CH:29][C:30]=4[C:22]=3[CH2:21]2)([F:19])[C:11]2[O:15][N:14]=[C:13]([C:16]#[N:18])[N:12]=2)(=[O:9])=[O:8])[CH:2]=[CH:3][CH:4]=[CH:5][CH:6]=1. The yield is 0.120.